From a dataset of Reaction yield outcomes from USPTO patents with 853,638 reactions. Predict the reaction yield, written as a fraction of the theoretical maximum amount of product (1.0 means a 100% yield; for example, 0.34 means a 34% yield). (1) The reactants are Cl[CH2:2][CH2:3][C@H:4]([C:6]1[CH:11]=[CH:10][CH:9]=[CH:8][CH:7]=1)[OH:5].[N-:12]=[N+:13]=[N-:14].[Na+]. The catalyst is CS(C)=O.O. The product is [N:12]([CH2:2][CH2:3][C@H:4]([C:6]1[CH:11]=[CH:10][CH:9]=[CH:8][CH:7]=1)[OH:5])=[N+:13]=[N-:14]. The yield is 0.790. (2) The reactants are [C:1]([C:5]1[NH:6][C:7]2[C:12]([CH:13]=1)=[CH:11][C:10]([N+:14]([O-:16])=[O:15])=[CH:9][C:8]=2[C:17](OC)=[O:18])([CH3:4])([CH3:3])[CH3:2].ClCCl.CC(C[AlH]CC(C)C)C. The catalyst is O. The product is [C:1]([C:5]1[NH:6][C:7]2[C:12]([CH:13]=1)=[CH:11][C:10]([N+:14]([O-:16])=[O:15])=[CH:9][C:8]=2[CH2:17][OH:18])([CH3:4])([CH3:2])[CH3:3]. The yield is 0.730.